This data is from Reaction yield outcomes from USPTO patents with 853,638 reactions. The task is: Predict the reaction yield, written as a fraction of the theoretical maximum amount of product (1.0 means a 100% yield; for example, 0.34 means a 34% yield). (1) The reactants are [C:1]([NH:9][C:10]1[C:11]2[N:12]=[CH:13][N:14]([C:33]=2[N:34]=[CH:35][N:36]=1)[C@@H:15]1[O:32][C@H:22]([CH2:23][O:24][Si](C(C)(C)C)(C)C)[C@@H:17]([O:18][CH2:19]SC)[CH2:16]1)(=[O:8])[C:2]1[CH:7]=[CH:6][CH:5]=[CH:4][CH:3]=1.C1CCCCC=1.[C@@H]1(N2C3N=CN=C(N)C=3N=C2)O[C@H](CO)[C@@H](O)C1.[N-:61]=[N+:62]=[N-:63].[Na+].[NH4+].[F-]. The catalyst is C(Cl)Cl. The product is [C:1]([NH:9][C:10]1[C:11]2[N:12]=[CH:13][N:14]([C:33]=2[N:34]=[CH:35][N:36]=1)[C@@H:15]1[O:32][C@H:22]([CH2:23][OH:24])[C@@H:17]([O:18][CH2:19][N:61]=[N+:62]=[N-:63])[CH2:16]1)(=[O:8])[C:2]1[CH:7]=[CH:6][CH:5]=[CH:4][CH:3]=1. The yield is 0.480. (2) The reactants are Cl[C:2]1[C:7]([C:8]([O:10][CH2:11][CH3:12])=[O:9])=[CH:6][N:5]=[C:4]([C:13]2[CH:18]=[CH:17][C:16]([F:19])=[C:15]([F:20])[CH:14]=2)[N:3]=1.[NH2:21][CH2:22][CH2:23][C:24]1[CH:29]=[CH:28][CH:27]=[CH:26][N:25]=1. The catalyst is CN(C=O)C.CCOC(C)=O.O. The product is [F:20][C:15]1[CH:14]=[C:13]([C:4]2[N:3]=[C:2]([NH:21][CH2:22][CH2:23][C:24]3[CH:29]=[CH:28][CH:27]=[CH:26][N:25]=3)[C:7]([C:8]([O:10][CH2:11][CH3:12])=[O:9])=[CH:6][N:5]=2)[CH:18]=[CH:17][C:16]=1[F:19]. The yield is 0.970. (3) The reactants are Cl.[NH2:2][C@H:3]1[CH2:10][CH2:9][CH2:8][NH:7][C:5](=[O:6])[CH2:4]1.C([O-])([O-])=O.[Na+].[Na+].[C:17](Cl)(=[O:29])[CH2:18][CH2:19][CH2:20][CH2:21][CH2:22][CH2:23][CH2:24][CH2:25][CH2:26][CH2:27][CH3:28]. The catalyst is O.ClCCl. The product is [C:17]([NH:2][C@H:3]1[CH2:10][CH2:9][CH2:8][NH:7][C:5](=[O:6])[CH2:4]1)(=[O:29])[CH2:18][CH2:19][CH2:20][CH2:21][CH2:22][CH2:23][CH2:24][CH2:25][CH2:26][CH2:27][CH3:28]. The yield is 0.710. (4) The reactants are [Li+:1].C[Si]([N-][Si](C)(C)C)(C)C.[C:11]([C:14]1[O:15][CH:16]=[CH:17][CH:18]=1)(=[O:13])[CH3:12].[C:19](OC(C)(C)C)(=[O:27])[C:20]([O:22][C:23]([CH3:26])([CH3:25])[CH3:24])=[O:21]. The catalyst is CCOCC. The product is [C:23]([O:22][C:20](=[O:21])[C:19]([O-:27])=[CH:12][C:11]([C:14]1[O:15][CH:16]=[CH:17][CH:18]=1)=[O:13])([CH3:26])([CH3:25])[CH3:24].[Li+:1]. The yield is 0.830. (5) The reactants are C([O:3][C:4]([C:6]1[C:7](Cl)=[N:8][C:9]2[C:14]([CH:15]=1)=[CH:13][C:12]([Cl:16])=[C:11]([Cl:17])[CH:10]=2)=[O:5])C.[NH2:19][C@@H:20]([C:31]([OH:33])=[O:32])[CH2:21][C:22]1[C:30]2[C:25](=[CH:26][CH:27]=[CH:28][CH:29]=2)[NH:24][CH:23]=1. No catalyst specified. The product is [C:31]([C@H:20]([NH:19][C:7]1[C:6]([C:4]([OH:3])=[O:5])=[CH:15][C:14]2[C:9](=[CH:10][C:11]([Cl:17])=[C:12]([Cl:16])[CH:13]=2)[N:8]=1)[CH2:21][C:22]1[C:30]2[C:25](=[CH:26][CH:27]=[CH:28][CH:29]=2)[NH:24][CH:23]=1)([OH:33])=[O:32]. The yield is 0.290. (6) The reactants are [NH:1]1[C:5]([NH2:6])=[N:4][C:3]([NH2:7])=[N:2]1.C[O-].[Na+].CO.Cl[CH2:14][C:15]1[CH:20]=[CH:19][C:18]([O:21][CH3:22])=[CH:17][CH:16]=1. The catalyst is CN(C=O)C.O. The product is [CH3:22][O:21][C:18]1[CH:19]=[CH:20][C:15]([CH2:14][N:1]2[C:5]([NH2:6])=[N:4][C:3]([NH2:7])=[N:2]2)=[CH:16][CH:17]=1. The yield is 0.140. (7) The reactants are [CH3:1][C:2]1[C:6]([CH2:7][N:8]2[CH:12]=[C:11]([N:13]3[C:17](=[O:18])[CH2:16][NH:15][C:14]3=[O:19])[CH:10]=[N:9]2)=[C:5]([CH3:20])[O:4][N:3]=1.Br[CH2:22][C:23]1[CH:28]=[CH:27][CH:26]=[CH:25][C:24]=1[F:29]. No catalyst specified. The product is [CH3:1][C:2]1[C:6]([CH2:7][N:8]2[CH:12]=[C:11]([N:13]3[C:17](=[O:18])[CH2:16][N:15]([CH2:22][C:23]4[CH:28]=[CH:27][CH:26]=[CH:25][C:24]=4[F:29])[C:14]3=[O:19])[CH:10]=[N:9]2)=[C:5]([CH3:20])[O:4][N:3]=1. The yield is 0.420. (8) The reactants are [NH2:1][C:2]1[CH:7]=[C:6]([Cl:8])[C:5]([CH:9]([C:12]2[CH:17]=[CH:16][CH:15]=[CH:14][N:13]=2)[C:10]#[N:11])=[C:4]([Cl:18])[CH:3]=1.[NH4+].[OH-:20]. The catalyst is OS(O)(=O)=O. The product is [NH2:1][C:2]1[CH:7]=[C:6]([Cl:8])[C:5]([CH:9]([C:12]2[CH:17]=[CH:16][CH:15]=[CH:14][N:13]=2)[C:10]([NH2:11])=[O:20])=[C:4]([Cl:18])[CH:3]=1. The yield is 0.900.